The task is: Predict the reaction yield, written as a fraction of the theoretical maximum amount of product (1.0 means a 100% yield; for example, 0.34 means a 34% yield).. This data is from Reaction yield outcomes from USPTO patents with 853,638 reactions. The reactants are CO.[C:3]([C:8]1[CH:18]=[CH:17][C:11]([C:12]([O:14][CH2:15][CH3:16])=[O:13])=[CH:10][CH:9]=1)(=O)[CH2:4][CH2:5][CH3:6].[F:19][C:20]([F:35])([F:34])[C:21]1[CH:26]=[CH:25][C:24]([C:27]2[N:32]=[CH:31][C:30]([NH2:33])=[CH:29][N:28]=2)=[CH:23][CH:22]=1.[B][B][B][B][B][B][B][B][B][B]. The catalyst is Cl. The product is [F:35][C:20]([F:19])([F:34])[C:21]1[CH:22]=[CH:23][C:24]([C:27]2[N:28]=[CH:29][C:30]([NH:33][CH:3]([C:8]3[CH:18]=[CH:17][C:11]([C:12]([O:14][CH2:15][CH3:16])=[O:13])=[CH:10][CH:9]=3)[CH2:4][CH2:5][CH3:6])=[CH:31][N:32]=2)=[CH:25][CH:26]=1. The yield is 0.240.